This data is from Reaction yield outcomes from USPTO patents with 853,638 reactions. The task is: Predict the reaction yield, written as a fraction of the theoretical maximum amount of product (1.0 means a 100% yield; for example, 0.34 means a 34% yield). (1) The reactants are [NH3:1].C([O:4][C:5](=O)[CH2:6][C:7]1[C:15]2[C:10](=[CH:11][CH:12]=[CH:13][CH:14]=2)[N:9]([CH:16]2[CH2:21][CH2:20][N:19]([C:22]([O:24][C:25]([CH3:28])([CH3:27])[CH3:26])=[O:23])[CH2:18][CH2:17]2)[N:8]=1)C. No catalyst specified. The product is [NH2:1][C:5](=[O:4])[CH2:6][C:7]1[C:15]2[C:10](=[CH:11][CH:12]=[CH:13][CH:14]=2)[N:9]([CH:16]2[CH2:17][CH2:18][N:19]([C:22]([O:24][C:25]([CH3:28])([CH3:27])[CH3:26])=[O:23])[CH2:20][CH2:21]2)[N:8]=1. The yield is 1.00. (2) The reactants are Cl.O.O.[CH2:4]=[C:5]1[C:10](=[O:11])[CH:9]2[CH2:12][CH2:13][N:6]1[CH2:7][CH2:8]2.C([O-])([O-])=O.[K+].[K+].C(Cl)Cl. The catalyst is O. The product is [CH2:4]=[C:5]1[C:10](=[O:11])[CH:9]2[CH2:12][CH2:13][N:6]1[CH2:7][CH2:8]2. The yield is 0.880. (3) The reactants are [OH:1][CH2:2][CH2:3][N:4]1[CH:12]=[N:11][C:10]2[C:5]1=[N:6][CH:7]=[N:8][C:9]=2[NH2:13].CC(C)[O-].[Mg+2].CC(C)[O-].CC(C)([O-])C.[Mg+2].CC(C)([O-])C.C1(C)C=CC(S(O[CH2:44][P:45](=[O:52])([O:49]CC)[O:46]CC)(=O)=O)=CC=1.Br[Si](C)(C)C. The catalyst is CN(C=O)C.O. The product is [P:45]([CH2:44][O:1][CH2:2][CH2:3][N:4]1[CH:12]=[N:11][C:10]2[C:5]1=[N:6][CH:7]=[N:8][C:9]=2[NH2:13])([OH:52])([OH:49])=[O:46]. The yield is 0.654. (4) The reactants are [CH3:1][C:2]1[CH:7]=[CH:6][N:5]=[CH:4][CH:3]=1.[Cl:8][C:9]1[S:13][C:12]([C:14](OCC)=[O:15])=[CH:11][CH:10]=1.C[Si]([N-][Si](C)(C)C)(C)C.[Li+]. The catalyst is C1COCC1. The product is [Cl:8][C:9]1[S:13][C:12]([C:14](=[O:15])[CH2:1][C:2]2[CH:7]=[CH:6][N:5]=[CH:4][CH:3]=2)=[CH:11][CH:10]=1. The yield is 0.350. (5) The reactants are Br[CH2:2][C:3]1[S:11][C:10]2[C:9]([N:12]3[CH2:17][CH2:16][O:15][CH2:14][CH2:13]3)=[N:8][C:7]([Cl:18])=[N:6][C:5]=2[CH:4]=1.[CH3:19][N:20]([CH3:32])[C:21](=[O:31])[C:22]([N:25]1[CH2:30][CH2:29][NH:28][CH2:27][CH2:26]1)([CH3:24])[CH3:23].C(=O)([O-])[O-].[Cs+].[Cs+].O. The catalyst is CN(C=O)C. The product is [Cl:18][C:7]1[N:8]=[C:9]([N:12]2[CH2:17][CH2:16][O:15][CH2:14][CH2:13]2)[C:10]2[S:11][C:3]([CH2:2][N:28]3[CH2:27][CH2:26][N:25]([C:22]([CH3:24])([CH3:23])[C:21]([N:20]([CH3:32])[CH3:19])=[O:31])[CH2:30][CH2:29]3)=[CH:4][C:5]=2[N:6]=1. The yield is 0.670.